From a dataset of Forward reaction prediction with 1.9M reactions from USPTO patents (1976-2016). Predict the product of the given reaction. Given the reactants C[O:2][C:3]([C:5]1[N:9]=[C:8]([Cl:10])[N:7]([CH2:11][O:12][CH2:13][CH2:14][Si:15]([CH3:18])([CH3:17])[CH3:16])[N:6]=1)=[O:4].[OH-].[K+:20], predict the reaction product. The product is: [K+:20].[Cl:10][C:8]1[N:7]([CH2:11][O:12][CH2:13][CH2:14][Si:15]([CH3:17])([CH3:18])[CH3:16])[N:6]=[C:5]([C:3]([O-:4])=[O:2])[N:9]=1.